Task: Predict the reactants needed to synthesize the given product.. Dataset: Full USPTO retrosynthesis dataset with 1.9M reactions from patents (1976-2016) (1) Given the product [F:20][C:21]1[CH:28]=[CH:27][C:24]([CH2:25][CH:16]([C:17](=[O:19])[CH3:18])[C:10](=[N:9][O:8][CH3:7])[C:11]([O:13][CH2:14][CH3:15])=[O:12])=[CH:23][CH:22]=1, predict the reactants needed to synthesize it. The reactants are: C(=O)([O-])[O-].[K+].[K+].[CH3:7][O:8][N:9]=[C:10]([CH2:16][C:17](=[O:19])[CH3:18])[C:11]([O:13][CH2:14][CH3:15])=[O:12].[F:20][C:21]1[CH:28]=[CH:27][C:24]([CH2:25]Br)=[CH:23][CH:22]=1. (2) Given the product [F:1][C:2]1[CH:23]=[CH:22][CH:21]=[C:20]([F:24])[C:3]=1[CH2:4][O:5][C:6]1[C:7]2[N:8]([C:12]([C:15]([OH:17])=[O:16])=[CH:13][N:14]=2)[CH:9]=[CH:10][CH:11]=1, predict the reactants needed to synthesize it. The reactants are: [F:1][C:2]1[CH:23]=[CH:22][CH:21]=[C:20]([F:24])[C:3]=1[CH2:4][O:5][C:6]1[C:7]2[N:8]([C:12]([C:15]([O:17]CC)=[O:16])=[CH:13][N:14]=2)[CH:9]=[CH:10][CH:11]=1.[OH-].[Li+].Cl. (3) Given the product [NH2:25][C:11]1[C:12]([N:17]2[CH2:21][CH2:20][C@@H:19]([N:22]([CH3:23])[CH3:24])[CH2:18]2)=[CH:13][C:14]([O:15][CH3:16])=[C:9]([NH:8][C:5]2[N:4]=[C:3]([C:26]3[C:34]4[C:29](=[CH:30][CH:31]=[CH:32][CH:33]=4)[N:28]([CH3:35])[CH:27]=3)[C:2]([C:70]#[N:71])=[CH:7][N:6]=2)[CH:10]=1, predict the reactants needed to synthesize it. The reactants are: Cl[C:2]1[C:3]([C:26]2[C:34]3[C:29](=[CH:30][CH:31]=[CH:32][CH:33]=3)[N:28]([CH3:35])[CH:27]=2)=[N:4][C:5]([NH:8][C:9]2[C:14]([O:15][CH3:16])=[CH:13][C:12]([N:17]3[CH2:21][CH2:20][C@@H:19]([N:22]([CH3:24])[CH3:23])[CH2:18]3)=[C:11]([NH2:25])[CH:10]=2)=[N:6][CH:7]=1.C1(P(C2CCCCC2)C2C=CC=CC=2C2C(C(C)C)=CC(C(C)C)=CC=2C(C)C)CCCCC1.[C:70]([Zn]C#N)#[N:71].CC(N(C)C)=O. (4) Given the product [CH3:39][O:40][CH2:41][CH2:42][O:43][CH2:44][CH2:45][O:46][CH2:47][CH2:48][O:1][C:2]1[CH:7]=[C:6]([N+:8]([O-:10])=[O:9])[CH:5]=[CH:4][C:3]=1[C:11]1[S:12][C:13]2[CH:19]=[CH:18][CH:17]=[CH:16][C:14]=2[N:15]=1, predict the reactants needed to synthesize it. The reactants are: [OH:1][C:2]1[CH:7]=[C:6]([N+:8]([O-:10])=[O:9])[CH:5]=[CH:4][C:3]=1[C:11]1[S:12][C:13]2[CH:19]=[CH:18][CH:17]=[CH:16][C:14]=2[N:15]=1.C1(P(C2C=CC=CC=2)C2C=CC=CC=2)C=CC=CC=1.[CH3:39][O:40][CH2:41][CH2:42][O:43][CH2:44][CH2:45][O:46][CH2:47][CH2:48]O.CC(OC(/N=N/C(OC(C)C)=O)=O)C.